Task: Predict the reactants needed to synthesize the given product.. Dataset: Full USPTO retrosynthesis dataset with 1.9M reactions from patents (1976-2016) (1) Given the product [CH3:4][C:2]([CH3:1])([O:5][C:6](=[O:7])[NH:8][CH2:9][C:10](=[O:12])[NH:130][C@H:126]([C:127]([OH:129])=[O:128])[CH2:125][S:124][CH2:123]/[CH:122]=[C:121](\[CH3:131])/[CH2:120][CH2:119]/[CH:118]=[C:117](\[CH3:132])/[CH2:116][CH2:115][CH:114]=[C:113]([CH3:133])[CH3:112])[CH3:3], predict the reactants needed to synthesize it. The reactants are: [CH3:1][C:2]([O:5][C:6]([NH:8][CH2:9][C:10]([OH:12])=O)=[O:7])([CH3:4])[CH3:3].C[C@@H](O)[C@@H]1NC(=O)[C@H](CCN)NC(=O)[C@H](CCN)NC(=O)[C@H](CC(C)C)NC(=O)[C@@H](CC2C=CC=CC=2)NC(=O)[C@H](CCN)NC(=O)[C@@H](NC([C@@H](N)CCN)=O)CCNC1=O.OS(O)(=O)=O.CN(C(ON1N=NC2C=CC=NC1=2)=[N+](C)C)C.F[P-](F)(F)(F)(F)F.C(N(CC)C(C)C)(C)C.[CH3:112][C:113]([CH3:133])=[CH:114][CH2:115][CH2:116]/[C:117](/[CH3:132])=[CH:118]/[CH2:119][CH2:120]/[C:121](/[CH3:131])=[CH:122]/[CH2:123][S:124][CH2:125][C@H:126]([NH2:130])[C:127]([OH:129])=[O:128]. (2) Given the product [F:1][C:2]1[CH:3]=[C:4]([C:34]2[N:30]=[CH:29][C:31]([C:22]3[NH:18][C:19]([C:23]4[CH:24]=[N:25][CH:26]=[CH:27][CH:28]=4)=[N:20][CH:21]=3)=[CH:32][N:33]=2)[CH:5]=[CH:6][CH:7]=1, predict the reactants needed to synthesize it. The reactants are: [F:1][C:2]1[CH:3]=[C:4](B(O)O)[CH:5]=[CH:6][CH:7]=1.C([N:18]1[CH:22]=[CH:21][N:20]=[C:19]1[C:23]1[CH:24]=[N:25][CH:26]=[CH:27][CH:28]=1)C1C=CC=CC=1.[C:29]([C:31]1[CH:32]=[N:33][CH:34]=CC=1)#[N:30].C(N1C=CN=C1C1C=CC=CC=1)C1C=CC=CC=1. (3) Given the product [Cl:21][C:20]1[CH:19]=[C:18]2[C:14](=[CH:13][C:12]=1[Cl:11])[CH2:15][N:16]([C:23]1[C:24]([CH3:42])=[C:25]([CH3:41])[C:26]3[O:30][C:29]([CH3:31])([CH3:32])[CH:28]([C:33]4[CH:34]=[CH:35][CH:36]=[CH:37][CH:38]=4)[C:27]=3[C:39]=1[CH3:40])[CH2:17]2, predict the reactants needed to synthesize it. The reactants are: [Cl-].[Al+3].[Cl-].[Cl-].[H-].[Al+3].[Li+].[H-].[H-].[H-].[Cl:11][C:12]1[CH:13]=[C:14]2[C:18](=[CH:19][C:20]=1[Cl:21])[C:17](=O)[N:16]([C:23]1[C:24]([CH3:42])=[C:25]([CH3:41])[C:26]3[O:30][C:29]([CH3:32])([CH3:31])[CH:28]([C:33]4[CH:38]=[CH:37][CH:36]=[CH:35][CH:34]=4)[C:27]=3[C:39]=1[CH3:40])[C:15]2=O.O.